Dataset: Full USPTO retrosynthesis dataset with 1.9M reactions from patents (1976-2016). Task: Predict the reactants needed to synthesize the given product. (1) Given the product [CH3:18][O:1][CH2:2]/[CH:3]=[CH:4]/[CH2:5][O:6][C:7]1[CH:14]=[CH:13][CH:12]=[C:11]([N+:15]([O-:17])=[O:16])[C:8]=1[C:9]#[N:10], predict the reactants needed to synthesize it. The reactants are: [OH:1][CH2:2]/[CH:3]=[CH:4]/[CH2:5][O:6][C:7]1[CH:14]=[CH:13][CH:12]=[C:11]([N+:15]([O-:17])=[O:16])[C:8]=1[C:9]#[N:10].[C:18](C1C=C(C)C=C(C(C)(C)C)N=1)(C)(C)C.F[B-](F)(F)F.C[O+](C)C. (2) The reactants are: [NH:1]1[C:9]2[C:4](=[CH:5][CH:6]=[CH:7][CH:8]=2)[CH:3]=[C:2]1[C:10]([OH:12])=O.C[N:14](C(ON1N=NC2C=CC=NC1=2)=[N+](C)C)C.F[P-](F)(F)(F)(F)F.CCN(C(C)C)C(C)C.O. Given the product [NH:1]1[C:9]2[C:4](=[CH:5][CH:6]=[CH:7][CH:8]=2)[CH:3]=[C:2]1[C:10]([NH2:14])=[O:12], predict the reactants needed to synthesize it.